Dataset: Reaction yield outcomes from USPTO patents with 853,638 reactions. Task: Predict the reaction yield, written as a fraction of the theoretical maximum amount of product (1.0 means a 100% yield; for example, 0.34 means a 34% yield). The reactants are N([O-])=O.[Na+].[CH3:5][O:6][C:7]1[C:8]([CH3:14])=[C:9](N)[CH:10]=[CH:11][CH:12]=1.Cl.CCOC([S-])=[S:20].[K+]. The catalyst is O. The product is [CH3:5][O:6][C:7]1[C:8]([CH3:14])=[C:9]([SH:20])[CH:10]=[CH:11][CH:12]=1. The yield is 0.610.